From a dataset of Full USPTO retrosynthesis dataset with 1.9M reactions from patents (1976-2016). Predict the reactants needed to synthesize the given product. (1) Given the product [C:1]([O:5][C:6](=[O:19])[NH:7][C:8]1[CH:13]=[C:12]([N:14]([CH3:16])[CH3:15])[C:11]([Cl:17])=[CH:10][C:9]=1[NH:18][C:25](=[O:24])[CH2:26][C:27]([C:29]1[CH:34]=[CH:33][N:32]=[C:31]([C:35]2[O:39][N:38]=[C:37]([CH3:40])[CH:36]=2)[CH:30]=1)=[O:28])([CH3:4])([CH3:2])[CH3:3], predict the reactants needed to synthesize it. The reactants are: [C:1]([O:5][C:6](=[O:19])[NH:7][C:8]1[CH:13]=[C:12]([N:14]([CH3:16])[CH3:15])[C:11]([Cl:17])=[CH:10][C:9]=1[NH2:18])([CH3:4])([CH3:3])[CH3:2].C([O:24][C:25](=O)[CH2:26][C:27]([C:29]1[CH:34]=[CH:33][N:32]=[C:31]([C:35]2[O:39][N:38]=[C:37]([CH3:40])[CH:36]=2)[CH:30]=1)=[O:28])(C)(C)C. (2) Given the product [C:19]([C:3]1[C:4]2[C:9](=[CH:8][CH:7]=[CH:6][CH:5]=2)[NH:1][CH:2]=1)([CH3:22])([CH3:21])[CH3:20], predict the reactants needed to synthesize it. The reactants are: [NH:1]1[C:9]2[C:4](=[CH:5][CH:6]=[CH:7][CH:8]=2)[CH:3]=[CH:2]1.C(N(C(C)C)CC)(C)C.[C:19](Br)([CH3:22])([CH3:21])[CH3:20].[Cl-].[NH4+]. (3) Given the product [N:1]1[CH:2]=[CH:3][C:4]([N:7]2[CH2:24][CH2:23][C:10]3([CH2:15][CH2:14][NH:13][CH2:12][CH2:11]3)[CH2:9][CH2:8]2)=[CH:5][CH:6]=1, predict the reactants needed to synthesize it. The reactants are: [N:1]1[CH:6]=[CH:5][C:4]([N:7]2[CH2:24][CH2:23][C:10]3([CH2:15][CH2:14][N:13](C(OC(C)(C)C)=O)[CH2:12][CH2:11]3)[CH2:9][CH2:8]2)=[CH:3][CH:2]=1.C(O)(C(F)(F)F)=O. (4) Given the product [O:5]([C:6]([NH:8][C@@H:9]([C@H:10]([C:11]1[CH:12]=[CH:13][C:14]([F:17])=[CH:15][CH:16]=1)[CH3:18])[C:19]([N:40]1[CH2:41][CH2:42][C@H:38]([F:37])[CH2:39]1)=[O:21])=[O:7])[C:1]([CH3:2])([CH3:3])[CH3:4], predict the reactants needed to synthesize it. The reactants are: [C:1]([O:5][C:6]([NH:8][C@H:9]([C:19]([OH:21])=O)[C@@H:10]([CH3:18])[C:11]1[CH:16]=[CH:15][C:14]([F:17])=[CH:13][CH:12]=1)=[O:7])([CH3:4])([CH3:3])[CH3:2].C(Cl)CCl.C1C=CC2N(O)N=NC=2C=1.Cl.[F:37][C@H:38]1[CH2:42][CH2:41][NH:40][CH2:39]1.CCN(C(C)C)C(C)C. (5) Given the product [C:1]12([CH2:11][NH:12][C:13](=[O:23])[C:14]3[C:19]([Cl:20])=[CH:18][N:17]=[C:16]([CH:21]=[O:26])[CH:15]=3)[CH2:8][CH:7]3[CH2:6][CH:5]([CH2:4][CH:3]([CH2:9]3)[CH2:2]1)[CH2:10]2, predict the reactants needed to synthesize it. The reactants are: [C:1]12([CH2:11][NH:12][C:13](=[O:23])[C:14]3[C:19]([Cl:20])=[CH:18][N:17]=[C:16]([CH:21]=C)[CH:15]=3)[CH2:10][CH:5]3[CH2:6][CH:7]([CH2:9][CH:3]([CH2:4]3)[CH2:2]1)[CH2:8]2.C(O)(=[O:26])C. (6) Given the product [C:1]([C:5]1[S:9]/[C:8](=[N:10]\[C:33](=[O:34])[C:32]2[CH:36]=[C:37]([C:40]([F:41])([F:42])[F:43])[CH:38]=[CH:39][C:31]=2[F:30])/[N:7]([CH2:11][CH:12]2[CH2:15][N:14]([C:16]([O:18][C:19]([CH3:22])([CH3:21])[CH3:20])=[O:17])[CH2:13]2)[CH:6]=1)([CH3:4])([CH3:2])[CH3:3], predict the reactants needed to synthesize it. The reactants are: [C:1]([C:5]1[S:9][C:8](=[NH:10])[N:7]([CH2:11][CH:12]2[CH2:15][N:14]([C:16]([O:18][C:19]([CH3:22])([CH3:21])[CH3:20])=[O:17])[CH2:13]2)[CH:6]=1)([CH3:4])([CH3:3])[CH3:2].C(N(CC)CC)C.[F:30][C:31]1[CH:39]=[CH:38][C:37]([C:40]([F:43])([F:42])[F:41])=[CH:36][C:32]=1[C:33](Cl)=[O:34]. (7) Given the product [CH3:4][O:5][C:6](=[O:21])[CH2:7][C:8]1[C:17]([Cl:18])=[CH:16][CH:15]=[C:14]2[C:9]=1[N:10]=[C:11]([CH2:19][N:2]([CH3:3])[CH3:1])[CH:12]=[N:13]2, predict the reactants needed to synthesize it. The reactants are: [CH3:1][NH:2][CH3:3].[CH3:4][O:5][C:6](=[O:21])[CH2:7][C:8]1[C:17]([Cl:18])=[CH:16][CH:15]=[C:14]2[C:9]=1[N:10]=[C:11]([CH:19]=O)[CH:12]=[N:13]2.[BH3-]C#N.[Na+].C(O)(=O)C.C([O-])(O)=O.[Na+].